This data is from Peptide-MHC class I binding affinity with 185,985 pairs from IEDB/IMGT. The task is: Regression. Given a peptide amino acid sequence and an MHC pseudo amino acid sequence, predict their binding affinity value. This is MHC class I binding data. (1) The peptide sequence is DMDFDLNIFM. The MHC is HLA-A02:02 with pseudo-sequence HLA-A02:02. The binding affinity (normalized) is 0.349. (2) The peptide sequence is SNSHVNTLRF. The MHC is HLA-A29:02 with pseudo-sequence HLA-A29:02. The binding affinity (normalized) is 0.440. (3) The peptide sequence is GECPKFVFPL. The binding affinity (normalized) is 0.398. The MHC is HLA-B44:03 with pseudo-sequence HLA-B44:03. (4) The peptide sequence is DAVEDFLAF. The MHC is HLA-A02:16 with pseudo-sequence HLA-A02:16. The binding affinity (normalized) is 0.0847. (5) The peptide sequence is DINESMSQMV. The MHC is HLA-A02:03 with pseudo-sequence HLA-A02:03. The binding affinity (normalized) is 0.428.